Predict the product of the given reaction. From a dataset of Forward reaction prediction with 1.9M reactions from USPTO patents (1976-2016). Given the reactants C[O:2][C:3]([C:5]1[S:9][C:8]([CH:10]2[CH2:14][CH2:13][CH2:12][N:11]2[C:15]([O:17][C:18]([CH3:21])([CH3:20])[CH3:19])=[O:16])=[CH:7][CH:6]=1)=[O:4].[OH-].[Li+], predict the reaction product. The product is: [C:18]([O:17][C:15]([N:11]1[CH2:12][CH2:13][CH2:14][CH:10]1[C:8]1[S:9][C:5]([C:3]([OH:4])=[O:2])=[CH:6][CH:7]=1)=[O:16])([CH3:21])([CH3:19])[CH3:20].